Dataset: Full USPTO retrosynthesis dataset with 1.9M reactions from patents (1976-2016). Task: Predict the reactants needed to synthesize the given product. (1) Given the product [F:1][C:2]1[CH:3]=[C:4]2[C:12](=[CH:13][CH:14]=1)[NH:11][C:10]1[CH2:9][CH2:8][C@@H:7]([NH:37][C:40](=[O:25])[O:49][CH2:42][C:43]3[CH:48]=[CH:47][CH:46]=[CH:45][CH:44]=3)[CH2:6][C:5]2=1, predict the reactants needed to synthesize it. The reactants are: [F:1][C:2]1[CH:3]=[C:4]2[C:12](=[CH:13][CH:14]=1)[NH:11][C:10]1[CH2:9][CH2:8][C@@H:7](C(O)=O)[CH2:6][C:5]2=1.C1(P(N=[N+]=[N-])(C2C=CC=CC=2)=[O:25])C=CC=CC=1.C([N:37]([CH2:40]C)CC)C.[CH2:42]([OH:49])[C:43]1[CH:48]=[CH:47][CH:46]=[CH:45][CH:44]=1. (2) Given the product [F:1][C:2]([F:15])([F:14])[S:3]([O:6][C:17]1[CH:24]=[CH:23][C:20]([C:21]#[N:22])=[CH:19][C:18]=1[O:25][CH3:26])(=[O:5])=[O:4], predict the reactants needed to synthesize it. The reactants are: [F:1][C:2]([F:15])([F:14])[S:3]([O:6]S(C(F)(F)F)(=O)=O)(=[O:5])=[O:4].O[C:17]1[CH:24]=[CH:23][C:20]([C:21]#[N:22])=[CH:19][C:18]=1[O:25][CH3:26]. (3) Given the product [N+:46]([CH2:49][CH:30]([NH:31][C:32](=[O:38])[O:33][C:34]([CH3:37])([CH3:35])[CH3:36])[C:26]1[CH:27]=[CH:28][CH:29]=[C:24]([C:23]([F:39])([F:40])[F:22])[CH:25]=1)([O-:48])=[O:47], predict the reactants needed to synthesize it. The reactants are: C(N(CC)C(C)C)(C)C.CN[C@@H](C)[C@@H](C1C=CC=CC=1)O.[F:22][C:23]([F:40])([F:39])[C:24]1[CH:25]=[C:26](/[CH:30]=[N:31]/[C:32](=[O:38])[O:33][C:34]([CH3:37])([CH3:36])[CH3:35])[CH:27]=[CH:28][CH:29]=1.CCCCC.[N+:46]([CH3:49])([O-:48])=[O:47]. (4) The reactants are: O.[C:2]([OH:6])(=[O:5])[CH:3]=[O:4].[CH3:7][C:8]([C:10]1[CH:15]=[CH:14][C:13]([Cl:16])=[CH:12][CH:11]=1)=[O:9]. Given the product [Cl:16][C:13]1[CH:14]=[CH:15][C:10]([C:8](=[O:9])[CH2:7][CH:3]([OH:4])[C:2]([OH:6])=[O:5])=[CH:11][CH:12]=1, predict the reactants needed to synthesize it. (5) Given the product [NH2:1][C:2]1[N:3]([CH3:26])[C:4](=[O:25])[C:5]([C:7]2[CH:12]=[CH:11][C:10]([O:13][CH:14]([F:16])[F:15])=[CH:9][CH:8]=2)([C:17]2[CH:24]=[CH:23][CH:22]=[C:19]([CH2:20][NH:30][CH:27]([CH3:29])[CH3:28])[CH:18]=2)[N:6]=1, predict the reactants needed to synthesize it. The reactants are: [NH2:1][C:2]1[N:3]([CH3:26])[C:4](=[O:25])[C:5]([C:17]2[CH:18]=[C:19]([CH:22]=[CH:23][CH:24]=2)[CH:20]=O)([C:7]2[CH:12]=[CH:11][C:10]([O:13][CH:14]([F:16])[F:15])=[CH:9][CH:8]=2)[N:6]=1.[CH:27]([NH2:30])([CH3:29])[CH3:28].[BH4-].[Na+].[OH-].[Na+]. (6) Given the product [NH2:16][C:13]1[CH:14]=[CH:15][C:10]([O:9][C:7]2[CH:6]=[CH:5][N:4]=[C:3]([NH:2][CH3:1])[N:8]=2)=[CH:11][CH:12]=1, predict the reactants needed to synthesize it. The reactants are: [CH3:1][NH:2][C:3]1[N:8]=[C:7]([O:9][C:10]2[CH:15]=[CH:14][C:13]([N+:16]([O-])=O)=[CH:12][CH:11]=2)[CH:6]=[CH:5][N:4]=1. (7) Given the product [CH2:1]([C@@:5]1([C:21]([OH:23])=[O:22])[CH2:9][C@@H:8]([C:10]2[O:14][N:13]=[C:12]([CH3:15])[N:11]=2)[C@H:7]([C:16]2[S:17][CH:18]=[CH:19][N:20]=2)[N:6]1[C:32](=[O:33])[C:31]1[CH:35]=[CH:36][C:37]([C:38]([CH3:39])([CH3:40])[CH3:41])=[C:29]([CH3:28])[CH:30]=1)[CH:2]([CH3:4])[CH3:3], predict the reactants needed to synthesize it. The reactants are: [CH2:1]([C@@:5]1([C:21]([O:23]C(C)(C)C)=[O:22])[CH2:9][C@@H:8]([C:10]2[O:14][N:13]=[C:12]([CH3:15])[N:11]=2)[C@H:7]([C:16]2[S:17][CH:18]=[CH:19][N:20]=2)[NH:6]1)[CH:2]([CH3:4])[CH3:3].[CH3:28][C:29]1[CH:30]=[C:31]([CH:35]=[CH:36][C:37]=1[C:38]([CH3:41])([CH3:40])[CH3:39])[C:32](Cl)=[O:33].C(N(CC)CC)C.